Dataset: Catalyst prediction with 721,799 reactions and 888 catalyst types from USPTO. Task: Predict which catalyst facilitates the given reaction. Reactant: [C:1]([O:5][C:6]([NH:8][CH:9]1[CH2:14][CH2:13][NH:12][CH2:11][CH2:10]1)=[O:7])([CH3:4])([CH3:3])[CH3:2].ClC1CC([C:22]([F:25])([F:24])[F:23])CCN1.CC[N:28]([CH:32]([CH3:34])C)[CH:29]([CH3:31])C.O1CCOC[CH2:36]1. Product: [F:23][C:22]([F:25])([F:24])[C:34]1[C:32]([N:12]2[CH2:11][CH2:10][CH:9]([NH:8][C:6](=[O:7])[O:5][C:1]([CH3:4])([CH3:2])[CH3:3])[CH2:14][CH2:13]2)=[N:28][CH:29]=[CH:31][CH:36]=1. The catalyst class is: 473.